Task: Binary Classification. Given a T-cell receptor sequence (or CDR3 region) and an epitope sequence, predict whether binding occurs between them.. Dataset: TCR-epitope binding with 47,182 pairs between 192 epitopes and 23,139 TCRs (1) The epitope is ILHCANFNV. The TCR CDR3 sequence is CASSPGGYEQYF. Result: 1 (the TCR binds to the epitope). (2) The epitope is KLWAQCVQL. The TCR CDR3 sequence is CATTSGTGDYEQYF. Result: 1 (the TCR binds to the epitope). (3) The epitope is GLCTLVAML. The TCR CDR3 sequence is CASSQSPGGIAFF. Result: 1 (the TCR binds to the epitope).